This data is from Catalyst prediction with 721,799 reactions and 888 catalyst types from USPTO. The task is: Predict which catalyst facilitates the given reaction. (1) Reactant: [CH3:1][C:2]1[N:3]([CH2:14][C:15]([O:17][CH2:18][CH3:19])=[O:16])[C:4]2[C:9]([CH:10]=1)=[CH:8][C:7]([N+:11]([O-])=O)=[CH:6][CH:5]=2. Product: [NH2:11][C:7]1[CH:8]=[C:9]2[C:4](=[CH:5][CH:6]=1)[N:3]([CH2:14][C:15]([O:17][CH2:18][CH3:19])=[O:16])[C:2]([CH3:1])=[CH:10]2. The catalyst class is: 29. (2) Reactant: [Br:1][C:2]1[CH:3]=[C:4]2[C:10]([C:11]([C:13]3[CH:18]=[CH:17][CH:16]=[C:15]([O:19][CH3:20])[C:14]=3[F:21])=[O:12])=[CH:9][NH:8][C:5]2=[N:6][CH:7]=1.[H-].[Na+].[C:24]([O:28][C:29](O[C:29]([O:28][C:24]([CH3:27])([CH3:26])[CH3:25])=[O:30])=[O:30])([CH3:27])([CH3:26])[CH3:25].O. Product: [C:24]([O:28][C:29]([N:8]1[C:5]2=[N:6][CH:7]=[C:2]([Br:1])[CH:3]=[C:4]2[C:10]([C:11](=[O:12])[C:13]2[CH:18]=[CH:17][CH:16]=[C:15]([O:19][CH3:20])[C:14]=2[F:21])=[CH:9]1)=[O:30])([CH3:27])([CH3:26])[CH3:25]. The catalyst class is: 7.